From a dataset of NCI-60 drug combinations with 297,098 pairs across 59 cell lines. Regression. Given two drug SMILES strings and cell line genomic features, predict the synergy score measuring deviation from expected non-interaction effect. Drug 1: COC1=NC(=NC2=C1N=CN2C3C(C(C(O3)CO)O)O)N. Drug 2: CCC1(C2=C(COC1=O)C(=O)N3CC4=CC5=C(C=CC(=C5CN(C)C)O)N=C4C3=C2)O.Cl. Cell line: T-47D. Synergy scores: CSS=17.5, Synergy_ZIP=-9.87, Synergy_Bliss=-2.36, Synergy_Loewe=-27.3, Synergy_HSA=-2.73.